Dataset: Forward reaction prediction with 1.9M reactions from USPTO patents (1976-2016). Task: Predict the product of the given reaction. (1) The product is: [C:23]([O:47][C:48]([NH:3][C:12]1[CH:16]=[CH:17][CH:18]=[C:10]([O:9][CH3:8])[C:11]=1[CH3:19])=[O:49])([CH3:25])([CH3:24])[CH3:22]. Given the reactants C([N:3](CC)CC)C.[CH3:8][O:9][C:10]1[C:11]([CH3:19])=[C:12]([CH:16]=[CH:17][CH:18]=1)C(O)=O.C[C@H]1[C@]2(O)[C@H]3[C@](O)(CC(COC(C)=O)=C[C@H]2[C@@H:24]2[C:25](C)(C)[C@:23]2([O:47][C:48](CC2C=CC=CC=2)=[O:49])[CH2:22]1)C(=O)C(C)=C3.CC(O)(C)C, predict the reaction product. (2) Given the reactants [I-].[Cl-:2].[I-].CC(C)(CCCCCCCCCCCC)C(OC[N+]1(C)CCN(C2C3C=C(C)SC=3NC3C=CC=CC=3N=2)CC1)=O.[I-].[C:46]([O:65][CH2:66][N+:67]1([CH3:88])[CH2:72][CH2:71][N:70]([C:73]2[C:74]3[CH:86]=[C:85]([CH3:87])[S:84][C:75]=3[NH:76][C:77]3[CH:83]=[CH:82][CH:81]=[CH:80][C:78]=3[N:79]=2)[CH2:69][CH2:68]1)(=[O:64])[CH2:47][CH2:48][CH2:49][CH2:50][CH2:51][CH2:52][CH2:53][CH2:54][CH2:55][CH2:56][CH2:57][CH2:58][CH2:59][CH2:60][CH2:61][CH2:62][CH3:63], predict the reaction product. The product is: [Cl-:2].[C:46]([O:65][CH2:66][N+:67]1([CH3:88])[CH2:68][CH2:69][N:70]([C:73]2[C:74]3[CH:86]=[C:85]([CH3:87])[S:84][C:75]=3[NH:76][C:77]3[CH:83]=[CH:82][CH:81]=[CH:80][C:78]=3[N:79]=2)[CH2:71][CH2:72]1)(=[O:64])[CH2:47][CH2:48][CH2:49][CH2:50][CH2:51][CH2:52][CH2:53][CH2:54][CH2:55][CH2:56][CH2:57][CH2:58][CH2:59][CH2:60][CH2:61][CH2:62][CH3:63].